Dataset: NCI-60 drug combinations with 297,098 pairs across 59 cell lines. Task: Regression. Given two drug SMILES strings and cell line genomic features, predict the synergy score measuring deviation from expected non-interaction effect. (1) Drug 1: C1=NC2=C(N=C(N=C2N1C3C(C(C(O3)CO)O)O)F)N. Drug 2: C1CCC(C(C1)N)N.C(=O)(C(=O)[O-])[O-].[Pt+4]. Cell line: SK-OV-3. Synergy scores: CSS=3.71, Synergy_ZIP=-2.41, Synergy_Bliss=1.40, Synergy_Loewe=-4.26, Synergy_HSA=-1.72. (2) Drug 2: CC1=C(C=C(C=C1)NC(=O)C2=CC=C(C=C2)CN3CCN(CC3)C)NC4=NC=CC(=N4)C5=CN=CC=C5. Cell line: KM12. Synergy scores: CSS=47.1, Synergy_ZIP=1.51, Synergy_Bliss=-3.66, Synergy_Loewe=-38.8, Synergy_HSA=-5.28. Drug 1: CCC1=CC2CC(C3=C(CN(C2)C1)C4=CC=CC=C4N3)(C5=C(C=C6C(=C5)C78CCN9C7C(C=CC9)(C(C(C8N6C)(C(=O)OC)O)OC(=O)C)CC)OC)C(=O)OC.C(C(C(=O)O)O)(C(=O)O)O. (3) Drug 1: CC1=C2C(C(=O)C3(C(CC4C(C3C(C(C2(C)C)(CC1OC(=O)C(C(C5=CC=CC=C5)NC(=O)OC(C)(C)C)O)O)OC(=O)C6=CC=CC=C6)(CO4)OC(=O)C)OC)C)OC. Drug 2: COC1=C(C=C2C(=C1)N=CN=C2NC3=CC(=C(C=C3)F)Cl)OCCCN4CCOCC4. Cell line: HOP-92. Synergy scores: CSS=53.6, Synergy_ZIP=10.9, Synergy_Bliss=12.2, Synergy_Loewe=18.2, Synergy_HSA=19.5. (4) Drug 1: CC1=C2C(C(=O)C3(C(CC4C(C3C(C(C2(C)C)(CC1OC(=O)C(C(C5=CC=CC=C5)NC(=O)OC(C)(C)C)O)O)OC(=O)C6=CC=CC=C6)(CO4)OC(=O)C)OC)C)OC. Drug 2: C(CC(=O)O)C(=O)CN.Cl. Cell line: NCIH23. Synergy scores: CSS=34.2, Synergy_ZIP=-8.24, Synergy_Bliss=-11.4, Synergy_Loewe=-11.9, Synergy_HSA=-8.20. (5) Drug 1: CN(C)N=NC1=C(NC=N1)C(=O)N. Drug 2: CN(C)C1=NC(=NC(=N1)N(C)C)N(C)C. Cell line: KM12. Synergy scores: CSS=6.45, Synergy_ZIP=-10.7, Synergy_Bliss=-14.3, Synergy_Loewe=-5.08, Synergy_HSA=-5.34. (6) Drug 1: CS(=O)(=O)C1=CC(=C(C=C1)C(=O)NC2=CC(=C(C=C2)Cl)C3=CC=CC=N3)Cl. Drug 2: CC(C)(C#N)C1=CC(=CC(=C1)CN2C=NC=N2)C(C)(C)C#N. Cell line: OVCAR-8. Synergy scores: CSS=6.71, Synergy_ZIP=-2.51, Synergy_Bliss=1.42, Synergy_Loewe=1.99, Synergy_HSA=1.41. (7) Drug 1: CNC(=O)C1=CC=CC=C1SC2=CC3=C(C=C2)C(=NN3)C=CC4=CC=CC=N4. Drug 2: B(C(CC(C)C)NC(=O)C(CC1=CC=CC=C1)NC(=O)C2=NC=CN=C2)(O)O. Cell line: NCI-H226. Synergy scores: CSS=-3.88, Synergy_ZIP=-0.0462, Synergy_Bliss=-3.73, Synergy_Loewe=-4.54, Synergy_HSA=-5.46.